This data is from Catalyst prediction with 721,799 reactions and 888 catalyst types from USPTO. The task is: Predict which catalyst facilitates the given reaction. Reactant: [OH:1][CH2:2][C:3]([C:5]1[CH:10]=[CH:9][C:8]([N+:11]([O-:13])=[O:12])=[CH:7][CH:6]=1)=[O:4].N1C=CN=C1.[C:19]([Si:23](Cl)([CH3:25])[CH3:24])([CH3:22])([CH3:21])[CH3:20].O. Product: [Si:23]([O:1][CH2:2][C:3]([C:5]1[CH:6]=[CH:7][C:8]([N+:11]([O-:13])=[O:12])=[CH:9][CH:10]=1)=[O:4])([C:19]([CH3:22])([CH3:21])[CH3:20])([CH3:25])[CH3:24]. The catalyst class is: 3.